From a dataset of Peptide-MHC class I binding affinity with 185,985 pairs from IEDB/IMGT. Regression. Given a peptide amino acid sequence and an MHC pseudo amino acid sequence, predict their binding affinity value. This is MHC class I binding data. (1) The peptide sequence is RQAPGKGLEWV. The MHC is HLA-A02:06 with pseudo-sequence HLA-A02:06. The binding affinity (normalized) is 0.456. (2) The peptide sequence is SKLRALLTL. The MHC is HLA-B39:01 with pseudo-sequence HLA-B39:01. The binding affinity (normalized) is 0.406.